Dataset: Reaction yield outcomes from USPTO patents with 853,638 reactions. Task: Predict the reaction yield, written as a fraction of the theoretical maximum amount of product (1.0 means a 100% yield; for example, 0.34 means a 34% yield). (1) The catalyst is C(OCC)(=O)C.CS(C)=O.O1CCCC1. The reactants are [OH:1][C@H:2]1[CH2:5][C@H:4]([N:6]2[C:11](=[O:12])[C:10]([CH2:13][C:14]3[CH:19]=[CH:18][C:17]([C:20]4[C:21]([C:26]#[N:27])=[CH:22][CH:23]=[CH:24][CH:25]=4)=[CH:16][CH:15]=3)=[C:9]([CH2:28][CH2:29][CH3:30])[N:8]3[N:31]=[CH:32][N:33]=[C:7]23)[CH2:3]1.FC(F)(F)S(O[Si](C(C)(C)C)(C)C)(=O)=O.[N:49]1C(C)=CC=CC=1C.[Cl-].O[NH3+].[C:60](=[O:63])([O-])[OH:61].[Na+]. The yield is 0.410. The product is [OH:1][C@H:2]1[CH2:5][C@H:4]([N:6]2[C:11](=[O:12])[C:10]([CH2:13][C:14]3[CH:15]=[CH:16][C:17]([C:20]4[CH:25]=[CH:24][CH:23]=[CH:22][C:21]=4[C:26]4[NH:49][C:60](=[O:63])[O:61][N:27]=4)=[CH:18][CH:19]=3)=[C:9]([CH2:28][CH2:29][CH3:30])[N:8]3[N:31]=[CH:32][N:33]=[C:7]23)[CH2:3]1. (2) The reactants are C(OC([NH:8][C@@H:9]1[CH2:14][C@H:13]2[CH2:15][C@@H:10]1[CH2:11][N:12]2[C:16]1[C:28]2[C:27]3[C:22](=[C:23]([N:30](C)[C:31](=O)OC(C)(C)C)[CH:24]=[C:25]([F:29])[CH:26]=3)[NH:21][C:20]=2[N:19]=[C:18]([O:39][C:40]2[CH:41]=[N:42][C:43]([C@H:46]([O:48][P:49]([O:52][CH2:53][CH3:54])([OH:51])=[O:50])[CH3:47])=[N:44][CH:45]=2)[N:17]=1)=O)(C)(C)C. The catalyst is FC(F)(F)C(O)=O. The product is [P:49]([OH:51])([O:52][CH2:53][CH3:54])([O:48][C@@H:46]([C:43]1[N:42]=[CH:41][C:40]([O:39][C:18]2[N:17]=[C:16]([N:12]3[CH2:11][C@H:10]4[CH2:15][C@@H:13]3[CH2:14][C@H:9]4[NH2:8])[C:28]3[C:27]4[C:22](=[C:23]([NH:30][CH3:31])[CH:24]=[C:25]([F:29])[CH:26]=4)[NH:21][C:20]=3[N:19]=2)=[CH:45][N:44]=1)[CH3:47])=[O:50]. The yield is 0.950. (3) The reactants are [N:1]1[CH:6]=[CH:5][CH:4]=[N:3][C:2]=1[SH:7].C[O-].[Na+].CS(O[CH2:16][C:17]([CH3:22])([CH3:21])[CH2:18][CH:19]=[CH2:20])(=O)=O.CN(C=O)C. The catalyst is CO. The product is [CH3:16][C:17]([CH3:22])([CH2:18][CH:19]=[CH2:20])[CH2:21][S:7][C:2]1[N:3]=[CH:4][CH:5]=[CH:6][N:1]=1. The yield is 0.770. (4) The catalyst is CN(C)C=O.CCCCCC.C(OCC)(=O)C. The product is [Cl:11][C:12]1[C:13]([F:52])=[C:14]([C@@H:18]2[C@:22]([C:25]3[CH:30]=[CH:29][C:28]([Cl:31])=[CH:27][C:26]=3[F:32])([C:23]#[N:24])[C@H:21]([CH2:33][C:34]([CH3:36])([CH3:37])[CH3:35])[NH:20][C@H:19]2[C:38]([NH:40][C:41]2[CH:49]=[CH:48][C:44]([C:45]([O:47][CH:3]([O:2][C:1]([O:6][CH:7]([CH3:9])[CH3:8])=[O:10])[CH3:4])=[O:46])=[CH:43][C:42]=2[O:50][CH3:51])=[O:39])[CH:15]=[CH:16][CH:17]=1. The reactants are [C:1](=[O:10])([O:6][CH:7]([CH3:9])[CH3:8])[O:2][CH:3](Cl)[CH3:4].[Cl:11][C:12]1[C:13]([F:52])=[C:14]([C@@H:18]2[C@:22]([C:25]3[CH:30]=[CH:29][C:28]([Cl:31])=[CH:27][C:26]=3[F:32])([C:23]#[N:24])[C@H:21]([CH2:33][C:34]([CH3:37])([CH3:36])[CH3:35])[NH:20][C@H:19]2[C:38]([NH:40][C:41]2[CH:49]=[CH:48][C:44]([C:45]([OH:47])=[O:46])=[CH:43][C:42]=2[O:50][CH3:51])=[O:39])[CH:15]=[CH:16][CH:17]=1.C(=O)([O-])[O-].[Cs+].[Cs+]. The yield is 0.730. (5) The reactants are C1CCC(N=C=NC2CCCCC2)CC1.C([CH2:23][C:24]([O:29][CH2:30][C:31]1[CH:36]=[CH:35][CH:34]=[CH:33][CH:32]=1)([CH3:28])[C:25]([OH:27])=[O:26])C1C=CC=CC=1.O[N:38]1[C:42](=[O:43])[CH2:41][CH2:40][C:39]1=[O:44]. The catalyst is C1COCC1. The product is [CH2:30]([O:29][C:24]([CH3:23])([CH3:28])[C:25]([O:27][N:38]1[C:42](=[O:43])[CH2:41][CH2:40][C:39]1=[O:44])=[O:26])[C:31]1[CH:32]=[CH:33][CH:34]=[CH:35][CH:36]=1. The yield is 0.610. (6) The reactants are [CH:1]1([C:4]2[CH:5]=[CH:6][C:7]([C:18]([OH:20])=O)=[N:8][C:9]=2[CH2:10][C:11]2[CH:16]=[CH:15][C:14]([F:17])=[CH:13][CH:12]=2)[CH2:3][CH2:2]1.[NH2:21][C:22]1([CH2:35][C:36]([O:38][CH3:39])=[O:37])[CH2:27][CH2:26][N:25]([C:28]([O:30][C:31]([CH3:34])([CH3:33])[CH3:32])=[O:29])[CH2:24][CH2:23]1.CN(C(ON1N=NC2C=CC=CC1=2)=[N+](C)C)C.[B-](F)(F)(F)F.CCN(C(C)C)C(C)C. No catalyst specified. The product is [CH:1]1([C:4]2[CH:5]=[CH:6][C:7]([C:18]([NH:21][C:22]3([CH2:35][C:36]([O:38][CH3:39])=[O:37])[CH2:23][CH2:24][N:25]([C:28]([O:30][C:31]([CH3:32])([CH3:33])[CH3:34])=[O:29])[CH2:26][CH2:27]3)=[O:20])=[N:8][C:9]=2[CH2:10][C:11]2[CH:12]=[CH:13][C:14]([F:17])=[CH:15][CH:16]=2)[CH2:2][CH2:3]1. The yield is 0.640.